Dataset: Forward reaction prediction with 1.9M reactions from USPTO patents (1976-2016). Task: Predict the product of the given reaction. (1) Given the reactants Cl[C:2]1[CH:7]=[CH:6][CH:5]=[C:4]([O:8][CH3:9])[C:3]=1[C:10]1[CH:15]=[CH:14][CH:13]=[CH:12][C:11]=1[Cl:16].[F:17]C1C=CC=C(OC)C=1B(O)O.ClC1C=CC=CC=1Br, predict the reaction product. The product is: [Cl:16][C:11]1[CH:12]=[CH:13][CH:14]=[CH:15][C:10]=1[C:3]1[C:4]([O:8][CH3:9])=[CH:5][CH:6]=[CH:7][C:2]=1[F:17]. (2) Given the reactants Cl.[C@@H:2]12[NH:9][C@@H:6]([CH2:7][CH2:8]1)[CH2:5][N:4]([C:10]1[CH:15]=[CH:14][N:13]=[C:12]([NH:16][C:17]3[CH:18]=[N:19][N:20]([CH3:22])[CH:21]=3)[N:11]=1)[CH2:3]2.CCN(C(C)C)C(C)C.ClC1C=CC([CH:39]2[CH2:41][C:40]2([F:45])[C:42]([O-])=[O:43])=CC=1, predict the reaction product. The product is: [F:45][C:40]1([C:42]([N:9]2[C@H:6]3[CH2:7][CH2:8][C@@H:2]2[CH2:3][N:4]([C:10]2[CH:15]=[CH:14][N:13]=[C:12]([NH:16][C:17]4[CH:18]=[N:19][N:20]([CH3:22])[CH:21]=4)[N:11]=2)[CH2:5]3)=[O:43])[CH2:41][CH2:39]1. (3) The product is: [ClH:33].[OH:1][C:2]1[CH:7]=[CH:6][CH:5]=[C:4]([OH:8])[C:3]=1[C:9]1[CH:10]=[C:11]([CH:20]2[CH2:25][CH2:24][CH2:23][NH:22][CH2:21]2)[C:12]2[CH2:17][O:16][C:15](=[O:18])[NH:14][C:13]=2[N:19]=1. Given the reactants [OH:1][C:2]1[CH:7]=[CH:6][CH:5]=[C:4]([OH:8])[C:3]=1[C:9]1[CH:10]=[C:11]([CH:20]2[CH2:25][CH2:24][CH2:23][N:22](C(OC(C)(C)C)=O)[CH2:21]2)[C:12]2[CH2:17][O:16][C:15](=[O:18])[NH:14][C:13]=2[N:19]=1.[ClH:33], predict the reaction product. (4) Given the reactants [CH3:1][C:2]1[CH:3]=[N:4][N:5]([CH2:7][C:8]2[CH:23]=[CH:22][C:11]([C:12]([C:14]3[CH:15]=[N:16][CH:17]=[C:18]([CH:21]=3)[C:19]#N)=[O:13])=[CH:10][CH:9]=2)[CH:6]=1.[OH-:24].[Li+].[OH2:26], predict the reaction product. The product is: [CH3:1][C:2]1[CH:3]=[N:4][N:5]([CH2:7][C:8]2[CH:23]=[CH:22][C:11]([C:12]([C:14]3[CH:15]=[N:16][CH:17]=[C:18]([CH:21]=3)[C:19]([OH:26])=[O:24])=[O:13])=[CH:10][CH:9]=2)[CH:6]=1. (5) Given the reactants [OH:1][C@H:2]1[C@:5]2([C:15]3[CH:20]=[CH:19][CH:18]=[CH:17][CH:16]=3)[C:6]3[CH:14]=[CH:13][CH:12]=[CH:11][C:7]=3[O:8][CH2:9][CH2:10][N:4]2[C:3]1=[O:21].CN(C=O)C.CS([C:31]1[N:36]=[C:35]([CH3:37])[CH:34]=[C:33]([CH3:38])[N:32]=1)(=O)=O, predict the reaction product. The product is: [CH3:38][C:33]1[CH:34]=[C:35]([CH3:37])[N:36]=[C:31]([O:1][CH:2]2[C:5]3([C:15]4[CH:16]=[CH:17][CH:18]=[CH:19][CH:20]=4)[C:6]4[CH:14]=[CH:13][CH:12]=[CH:11][C:7]=4[O:8][CH2:9][CH2:10][N:4]3[C:3]2=[O:21])[N:32]=1. (6) Given the reactants [C:1]([O:8][CH3:9])(=[O:7])[CH2:2][C:3]([O:5][CH3:6])=[O:4].[H-].[Na+].[CH2:12]([O:19][C:20]1[CH:25]=[CH:24][C:23]([Br:26])=[CH:22][C:21]=1[CH:27](I)[CH3:28])[C:13]1[CH:18]=[CH:17][CH:16]=[CH:15][CH:14]=1, predict the reaction product. The product is: [CH2:12]([O:19][C:20]1[CH:25]=[CH:24][C:23]([Br:26])=[CH:22][C:21]=1[CH:27]([CH:2]([C:1]([O:8][CH3:9])=[O:7])[C:3]([O:5][CH3:6])=[O:4])[CH3:28])[C:13]1[CH:14]=[CH:15][CH:16]=[CH:17][CH:18]=1. (7) Given the reactants Cl[C:2]1[N:7]=[C:6]2[N:8]([CH3:11])[N:9]=[CH:10][C:5]2=[C:4]([NH:12][C:13]2[CH:18]=[CH:17][C:16]([O:19][CH3:20])=[C:15]([O:21][CH3:22])[CH:14]=2)[N:3]=1.[NH:23]1[C:31]2[C:26](=[CH:27][CH:28]=[CH:29][CH:30]=2)[C:25](B2OC(C)(C)C(C)(C)O2)=[N:24]1, predict the reaction product. The product is: [CH3:22][O:21][C:15]1[CH:14]=[C:13]([NH:12][C:4]2[N:3]=[C:2]([C:27]3[CH:28]=[CH:29][CH:30]=[C:31]4[C:26]=3[CH:25]=[N:24][NH:23]4)[N:7]=[C:6]3[N:8]([CH3:11])[N:9]=[CH:10][C:5]=23)[CH:18]=[CH:17][C:16]=1[O:19][CH3:20]. (8) Given the reactants Cl.[NH2:2][CH:3]1[CH2:8][CH2:7][CH2:6][CH2:5][C:4]1=O.[S-:10][C:11]#[N:12].[K+], predict the reaction product. The product is: [NH:12]1[C:4]2[CH2:5][CH2:6][CH2:7][CH2:8][C:3]=2[N:2]=[C:11]1[SH:10]. (9) Given the reactants [CH3:1][O:2][C:3]1[CH:22]=[CH:21][C:6]([C:7]([CH:9]2[CH2:14][CH2:13][N:12]([CH:15]3[CH2:19][CH2:18][NH:17][C:16]3=[O:20])[CH2:11][CH2:10]2)=[O:8])=[CH:5][CH:4]=1.Cl[CH2:24][C:25]1[NH:26][C:27](=[O:34])[C:28]2[S:33][CH:32]=[CH:31][C:29]=2[N:30]=1.[H-].[Na+], predict the reaction product. The product is: [CH3:1][O:2][C:3]1[CH:4]=[CH:5][C:6]([C:7]([CH:9]2[CH2:14][CH2:13][N:12]([CH:15]3[CH2:19][CH2:18][N:17]([CH2:24][C:25]4[NH:26][C:27](=[O:34])[CH:28]5[S:33][CH:32]=[CH:31][CH:29]5[N:30]=4)[C:16]3=[O:20])[CH2:11][CH2:10]2)=[O:8])=[CH:21][CH:22]=1.